From a dataset of Catalyst prediction with 721,799 reactions and 888 catalyst types from USPTO. Predict which catalyst facilitates the given reaction. (1) Reactant: [C:1]([C:9]1[CH:34]=[C:33]([Br:35])[CH:32]=[CH:31][C:10]=1[C:11]([N:13]([CH2:20][C:21]1[CH:26]=[CH:25][C:24]([S:27]([CH3:30])(=[O:29])=[O:28])=[CH:23][CH:22]=1)[CH2:14][C:15](=[O:19])[CH2:16][CH2:17][CH3:18])=[O:12])(=O)[C:2]1[CH:7]=[CH:6][CH:5]=[CH:4][CH:3]=1.N12CCCN=C1CCCCC2. Product: [Br:35][C:33]1[CH:34]=[C:9]2[C:10](=[CH:31][CH:32]=1)[C:11](=[O:12])[N:13]([CH2:20][C:21]1[CH:26]=[CH:25][C:24]([S:27]([CH3:30])(=[O:29])=[O:28])=[CH:23][CH:22]=1)[C:14]([C:15](=[O:19])[CH2:16][CH2:17][CH3:18])=[C:1]2[C:2]1[CH:7]=[CH:6][CH:5]=[CH:4][CH:3]=1. The catalyst class is: 11. (2) Reactant: [NH2:1][C:2]1[N:10]=[C:9]([O:11][CH2:12][CH2:13][CH2:14][CH3:15])[N:8]=[C:7]2[C:3]=1[NH:4][C:5](=[O:36])[N:6]2[CH2:16][CH2:17][CH2:18][N:19]([CH2:24][C:25]1[CH:26]=[C:27]([CH2:31][C:32]([O:34][CH3:35])=[O:33])[CH:28]=[CH:29][CH:30]=1)[CH2:20][CH2:21][CH2:22]O.S(Cl)([Cl:39])=O. Product: [NH2:1][C:2]1[N:10]=[C:9]([O:11][CH2:12][CH2:13][CH2:14][CH3:15])[N:8]=[C:7]2[C:3]=1[NH:4][C:5](=[O:36])[N:6]2[CH2:16][CH2:17][CH2:18][N:19]([CH2:24][C:25]1[CH:26]=[C:27]([CH2:31][C:32]([O:34][CH3:35])=[O:33])[CH:28]=[CH:29][CH:30]=1)[CH2:20][CH2:21][CH2:22][Cl:39]. The catalyst class is: 2. (3) Reactant: [Br:1][C:2]1[CH:7]=[C:6]([Cl:8])[CH:5]=[CH:4][C:3]=1[OH:9].C(=O)([O-])[O-].[Cs+].[Cs+].FC(F)(F)S(O[CH2:22][C:23]([F:26])([F:25])[F:24])(=O)=O.O. Product: [Br:1][C:2]1[CH:7]=[C:6]([Cl:8])[CH:5]=[CH:4][C:3]=1[O:9][CH2:22][C:23]([F:26])([F:25])[F:24]. The catalyst class is: 60. (4) Reactant: [OH-].[Na+].[Br:3][C:4]1[C:12]2[S:11][C:10]([C:13]([O:15]C)=[O:14])=[CH:9][C:8]=2[CH:7]=[C:6]([C:17]([F:20])([F:19])[F:18])[CH:5]=1. Product: [Br:3][C:4]1[C:12]2[S:11][C:10]([C:13]([OH:15])=[O:14])=[CH:9][C:8]=2[CH:7]=[C:6]([C:17]([F:20])([F:18])[F:19])[CH:5]=1. The catalyst class is: 12. (5) Reactant: [CH3:1][C@@H:2]1[CH2:7][CH2:6][C@H:5]([O:8][C:9]2[C:10]([C:21]([F:24])([F:23])[F:22])=[C:11]3[C:16](=[CH:17][CH:18]=2)[CH:15]=[C:14]([CH:19]=[O:20])[CH:13]=[CH:12]3)[CH2:4][CH2:3]1.[BH4-].[Na+]. Product: [CH3:1][C@@H:2]1[CH2:3][CH2:4][C@H:5]([O:8][C:9]2[C:10]([C:21]([F:22])([F:23])[F:24])=[C:11]3[C:16](=[CH:17][CH:18]=2)[CH:15]=[C:14]([CH2:19][OH:20])[CH:13]=[CH:12]3)[CH2:6][CH2:7]1. The catalyst class is: 5. (6) Reactant: [C:1]([NH:4][C:5]1[N:10]=[C:9]([C:11]2[CH:12]=[CH:13][C:14]([Cl:33])=[C:15]([CH:32]=2)[C:16]([NH:18][C:19]2[N:23]([C:24]3[CH:29]=[CH:28][CH:27]=[CH:26][CH:25]=3)[N:22]=[C:21]([C:30]#[N:31])[CH:20]=2)=[O:17])[CH:8]=[CH:7][CH:6]=1)(=[O:3])[CH3:2].C(=O)([O-])[O-:35].[K+].[K+].OO.Cl. Product: [C:1]([NH:4][C:5]1[N:10]=[C:9]([C:11]2[CH:12]=[CH:13][C:14]([Cl:33])=[C:15]([CH:32]=2)[C:16]([NH:18][C:19]2[N:23]([C:24]3[CH:25]=[CH:26][CH:27]=[CH:28][CH:29]=3)[N:22]=[C:21]([C:30]([NH2:31])=[O:35])[CH:20]=2)=[O:17])[CH:8]=[CH:7][CH:6]=1)(=[O:3])[CH3:2]. The catalyst class is: 58.